This data is from Reaction yield outcomes from USPTO patents with 853,638 reactions. The task is: Predict the reaction yield, written as a fraction of the theoretical maximum amount of product (1.0 means a 100% yield; for example, 0.34 means a 34% yield). The reactants are CO[C:3](=[O:17])[C:4]1[CH:9]=[CH:8][CH:7]=[CH:6][C:5]=1[NH:10][C:11](=[O:16])[CH2:12][C:13](=[O:15])[CH3:14].C(OCC)C.C[O-].[Na+].S(=O)(=O)(O)O. The catalyst is CO.CCCCCC.CCOC(C)=O.C(Cl)Cl.CC(C)=O. The product is [C:13]([C:12]1[C:11](=[O:16])[NH:10][C:5]2[C:4]([C:3]=1[OH:17])=[CH:9][CH:8]=[CH:7][CH:6]=2)(=[O:15])[CH3:14]. The yield is 0.760.